From a dataset of Reaction yield outcomes from USPTO patents with 853,638 reactions. Predict the reaction yield, written as a fraction of the theoretical maximum amount of product (1.0 means a 100% yield; for example, 0.34 means a 34% yield). (1) The reactants are CS(O[C:6]([C:12]1[CH:21]=[CH:20][C:19]2[C:14](=[CH:15][CH:16]=[C:17]([Br:22])[CH:18]=2)[N:13]=1)([CH3:11])[C:7]([F:10])([F:9])[F:8])(=O)=O.[CH3:23][Al](C)C. The catalyst is C1CCCCC1. The product is [Br:22][C:17]1[CH:18]=[C:19]2[C:14](=[CH:15][CH:16]=1)[N:13]=[C:12]([C:6]([CH3:23])([CH3:11])[C:7]([F:10])([F:9])[F:8])[CH:21]=[CH:20]2. The yield is 0.850. (2) The reactants are [Br:1][C:2]1[C:10]2[S:9][C:8]([NH2:11])=[N:7][C:6]=2[CH:5]=[C:4]([I:12])[CH:3]=1.[CH2:13]([N:15]=[C:16]=[O:17])[CH3:14].CCOCC.CCCCC. The catalyst is O1CCOCC1. The product is [Br:1][C:2]1[C:10]2[S:9][C:8]([NH:11][C:16]([NH:15][CH2:13][CH3:14])=[O:17])=[N:7][C:6]=2[CH:5]=[C:4]([I:12])[CH:3]=1. The yield is 0.880. (3) The reactants are Cl[C:2]1[CH2:6][C@H:5]([CH:7]2[CH2:11][CH2:10][CH2:9][CH2:8]2)[N:4]([C:12]2[CH:19]=[CH:18][C:15]([C:16]#[N:17])=[C:14]([CH3:20])[N:13]=2)[N:3]=1.B([C:24]1[CH:32]=[CH:31][C:27]([C:28]([OH:30])=[O:29])=[C:26]([O:33][CH3:34])[CH:25]=1)(O)O.C(=O)([O-])[O-].[Na+].[Na+].C(#N)C.O. The catalyst is COCCOC.[Pd].C1(P(C2C=CC=CC=2)C2C=CC=CC=2)C=CC=CC=1.C1(P(C2C=CC=CC=2)C2C=CC=CC=2)C=CC=CC=1.C1(P(C2C=CC=CC=2)C2C=CC=CC=2)C=CC=CC=1.C1(P(C2C=CC=CC=2)C2C=CC=CC=2)C=CC=CC=1. The product is [C:16]([C:15]1[CH:18]=[CH:19][C:12]([N:4]2[C@@H:5]([CH:7]3[CH2:11][CH2:10][CH2:9][CH2:8]3)[CH2:6][C:2]([C:24]3[CH:32]=[CH:31][C:27]([C:28]([OH:30])=[O:29])=[C:26]([O:33][CH3:34])[CH:25]=3)=[N:3]2)=[N:13][C:14]=1[CH3:20])#[N:17]. The yield is 0.350. (4) The reactants are [OH:1][C:2]1[C:7](=[O:8])[CH:6]=[CH:5][N:4]([CH3:9])[CH:3]=1.C(=O)([O-])[O-].[K+].[K+].C([O:18][CH:19](O)[CH:20]([F:22])[F:21])C. No catalyst specified. The product is [F:21][CH:20]([F:22])[CH:19]([C:3]1[N:4]([CH3:9])[CH:5]=[CH:6][C:7](=[O:8])[C:2]=1[OH:1])[OH:18]. The yield is 0.250. (5) The reactants are [Br:1][C:2]1[S:6][C:5]([C:7](Cl)=[O:8])=[CH:4][CH:3]=1.[CH3:10][O:11][C:12]1[CH:13]=[C:14]([CH2:18][CH2:19][NH:20][CH3:21])[CH:15]=[CH:16][CH:17]=1.C(N(CC)CC)C. No catalyst specified. The product is [Br:1][C:2]1[S:6][C:5]([C:7]([N:20]([CH2:19][CH2:18][C:14]2[CH:15]=[CH:16][CH:17]=[C:12]([O:11][CH3:10])[CH:13]=2)[CH3:21])=[O:8])=[CH:4][CH:3]=1. The yield is 0.940.